Dataset: Catalyst prediction with 721,799 reactions and 888 catalyst types from USPTO. Task: Predict which catalyst facilitates the given reaction. (1) Reactant: [CH2:1]([S:3][C:4]1[S:8][CH:7]=[N:6][C:5]=1[C:9]([OH:11])=O)[CH3:2].[CH3:12][NH:13][C:14]1[CH:15]=[N:16][C:17]([C:21]([F:24])([F:23])[F:22])=[CH:18][C:19]=1[NH2:20].Cl.CN(C)CCCN=C=NCC. Product: [CH2:1]([S:3][C:4]1[S:8][CH:7]=[N:6][C:5]=1[C:9]1[N:13]([CH3:12])[C:14]2[CH:15]=[N:16][C:17]([C:21]([F:22])([F:23])[F:24])=[CH:18][C:19]=2[N:20]=1)[CH3:2].[CH2:1]([S:3][C:4]1[S:8][CH:7]=[N:6][C:5]=1[C:9]([NH:20][C:19]1[C:14]([NH:13][CH3:12])=[CH:15][N:16]=[C:17]([C:21]([F:24])([F:22])[F:23])[CH:18]=1)=[O:11])[CH3:2].[NH2:20][C:19]1[CH:18]=[C:17]([C:21]([F:22])([F:23])[F:24])[N:16]=[CH:15][C:14]=1[N:13]([CH3:12])[C:9]([C:5]1[N:6]=[CH:7][S:8][C:4]=1[S:3][CH2:1][CH3:2])=[O:11]. The catalyst class is: 17. (2) Reactant: [F:1][C:2]([F:18])([F:17])[C:3]1[CH:8]=[CH:7][C:6]([NH:9][C:10](=[O:16])[CH2:11][C@@H:12](O)[CH2:13][CH3:14])=[CH:5][CH:4]=1.C1(P(C2C=CC=CC=2)C2C=CC=CC=2)C=CC=CC=1.O1CCCC1.N(C(OC(C)C)=O)=NC(OC(C)C)=O. Product: [CH2:13]([C@H:12]1[N:9]([C:6]2[CH:7]=[CH:8][C:3]([C:2]([F:18])([F:17])[F:1])=[CH:4][CH:5]=2)[C:10](=[O:16])[CH2:11]1)[CH3:14]. The catalyst class is: 27. (3) Reactant: [C:1]([C:5]1[N:6]=[C:7]([NH:10][C:11]([C:13]2[CH:45]=[CH:44][N:16]3[C:17](=[O:43])[C:18](/[CH:34]=[CH:35]/[C:36]([O:38][C:39]([CH3:42])([CH3:41])[CH3:40])=[O:37])=[C:19]([N:21]4[CH2:26][CH2:25][CH2:24][C@@H:23]([O:27][C:28]([NH:30][CH2:31][CH2:32]Cl)=[O:29])[CH2:22]4)[N:20]=[C:15]3[CH:14]=2)=[O:12])[S:8][CH:9]=1)([CH3:4])([CH3:3])[CH3:2].[NH:46]1[CH2:50][CH2:49][CH2:48][CH2:47]1.C(=O)([O-])O.[Na+]. Product: [C:1]([C:5]1[N:6]=[C:7]([NH:10][C:11]([C:13]2[CH:45]=[CH:44][N:16]3[C:17](=[O:43])[C:18](/[CH:34]=[CH:35]/[C:36]([O:38][C:39]([CH3:42])([CH3:41])[CH3:40])=[O:37])=[C:19]([N:21]4[CH2:26][CH2:25][CH2:24][C@@H:23]([O:27][C:28]([NH:30][CH2:31][CH2:32][N:46]5[CH2:50][CH2:49][CH2:48][CH2:47]5)=[O:29])[CH2:22]4)[N:20]=[C:15]3[CH:14]=2)=[O:12])[S:8][CH:9]=1)([CH3:4])([CH3:3])[CH3:2]. The catalyst class is: 3. (4) Reactant: [CH:1]1([S:4]([C:7]2[CH:12]=[CH:11][C:10]([CH:13]([C:21]3[NH:25][C:24]([C:26]4[S:30][C:29]([CH:31]=O)=[N:28][N:27]=4)=[CH:23][CH:22]=3)[CH2:14][CH:15]3[CH2:20][CH2:19][O:18][CH2:17][CH2:16]3)=[CH:9][CH:8]=2)(=[O:6])=[O:5])[CH2:3][CH2:2]1.Cl.[NH+:34]1([O-:40])[CH2:39][CH2:38][S:37][CH2:36][CH2:35]1.C(O[BH-](OC(=O)C)OC(=O)C)(=O)C.[Na+].C(=O)([O-])O.[Na+]. Product: [CH:1]1([S:4]([C:7]2[CH:8]=[CH:9][C:10]([CH:13]([C:21]3[NH:25][C:24]([C:26]4[S:30][C:29]([CH2:31][N+:34]5([O-:40])[CH2:39][CH2:38][S:37][CH2:36][CH2:35]5)=[N:28][N:27]=4)=[CH:23][CH:22]=3)[CH2:14][CH:15]3[CH2:16][CH2:17][O:18][CH2:19][CH2:20]3)=[CH:11][CH:12]=2)(=[O:6])=[O:5])[CH2:3][CH2:2]1. The catalyst class is: 571. (5) Reactant: O1[C:5]2([CH2:10][CH2:9][C:8]([C:11]3[CH:20]=[CH:19][C:14]([C:15]([O:17][CH3:18])=[O:16])=[CH:13][CH:12]=3)=[CH:7][CH2:6]2)[O:4]CC1.C1(C)C=CC(S(O)(=O)=O)=CC=1. Product: [O:4]=[C:5]1[CH2:10][CH2:9][C:8]([C:11]2[CH:12]=[CH:13][C:14]([C:15]([O:17][CH3:18])=[O:16])=[CH:19][CH:20]=2)=[CH:7][CH2:6]1. The catalyst class is: 21. (6) Reactant: [OH:1][C:2]1[CH:10]=[CH:9][C:8]([I:11])=[CH:7][C:3]=1[C:4]([OH:6])=[O:5].[Br:12]Br. Product: [Br:12][C:10]1[C:2]([OH:1])=[C:3]([CH:7]=[C:8]([I:11])[CH:9]=1)[C:4]([OH:6])=[O:5]. The catalyst class is: 15. (7) Reactant: CO[C:3]1([O:9][CH3:10])[CH2:8][CH2:7][O:6][CH2:5][CH2:4]1.[Sn](Cl)(Cl)(Cl)Cl.[N+:16](C(C)(C)C)#[C-:17]. Product: [CH3:10][O:9][C:3]1([C:17]#[N:16])[CH2:4][CH2:5][O:6][CH2:7][CH2:8]1. The catalyst class is: 503.